Task: Predict the product of the given reaction.. Dataset: Forward reaction prediction with 1.9M reactions from USPTO patents (1976-2016) (1) The product is: [Cl:1][C:2]1[CH:3]=[C:4](/[C:8](/[C:10]2[CH:14]=[C:13]([CH:15]3[O:19][CH2:18][CH2:17][O:16]3)[S:12][CH:11]=2)=[N:26]\[S:24]([C:21]([CH3:23])([CH3:22])[CH3:20])=[O:25])[CH:5]=[CH:6][CH:7]=1. Given the reactants [Cl:1][C:2]1[CH:3]=[C:4]([C:8]([C:10]2[CH:14]=[C:13]([CH:15]3[O:19][CH2:18][CH2:17][O:16]3)[S:12][CH:11]=2)=O)[CH:5]=[CH:6][CH:7]=1.[CH3:20][C:21]([S:24]([NH2:26])=[O:25])([CH3:23])[CH3:22], predict the reaction product. (2) Given the reactants Br[C:2]1[C:10]2[C:9]([Cl:11])=[N:8][CH:7]=[N:6][C:5]=2[NH:4][CH:3]=1.[Li]CCCC.[C:17](=[O:19])=[O:18], predict the reaction product. The product is: [Cl:11][C:9]1[C:10]2[C:2]([C:17]([OH:19])=[O:18])=[CH:3][NH:4][C:5]=2[N:6]=[CH:7][N:8]=1.